Dataset: Forward reaction prediction with 1.9M reactions from USPTO patents (1976-2016). Task: Predict the product of the given reaction. (1) The product is: [CH3:1][O:2][C:3]1[CH:10]=[CH:9][C:6]([CH2:7][O:8][C:15](=[NH:16])[C:14]([Cl:18])([Cl:17])[Cl:13])=[CH:5][CH:4]=1. Given the reactants [CH3:1][O:2][C:3]1[CH:10]=[CH:9][C:6]([CH2:7][OH:8])=[CH:5][CH:4]=1.[H-].[Na+].[Cl:13][C:14]([Cl:18])([Cl:17])[C:15]#[N:16], predict the reaction product. (2) Given the reactants [C:1]([O:5][C:6]([NH:8][C:9]([CH3:13])([CH3:12])[CH2:10][OH:11])=[O:7])([CH3:4])([CH3:3])[CH3:2].C([O:16][C:17](=[O:21])[CH:18]=[N+]=[N-])C.C(=O)(O)[O-].[Na+], predict the reaction product. The product is: [C:1]([O:5][C:6]([NH:8][C:9]([CH3:13])([CH3:12])[CH2:10][O:11][CH2:18][C:17]([OH:21])=[O:16])=[O:7])([CH3:4])([CH3:3])[CH3:2]. (3) Given the reactants C([Mg]Cl)(C)C.O1CCCC1.I[C:12]1[N:13]=[C:14]2[C:20]3[CH:21]=[CH:22][C:23]([C:25]([O:27][CH3:28])=[O:26])=[CH:24][C:19]=3[O:18][CH2:17][CH2:16][N:15]2[CH:29]=1.[CH2:30]([Sn:34](Cl)([CH2:39][CH2:40][CH2:41][CH3:42])[CH2:35][CH2:36][CH2:37][CH3:38])[CH2:31][CH2:32][CH3:33].[NH4+].[Cl-], predict the reaction product. The product is: [CH2:39]([Sn:34]([CH2:30][CH2:31][CH2:32][CH3:33])([CH2:35][CH2:36][CH2:37][CH3:38])[C:12]1[N:13]=[C:14]2[C:20]3[CH:21]=[CH:22][C:23]([C:25]([O:27][CH3:28])=[O:26])=[CH:24][C:19]=3[O:18][CH2:17][CH2:16][N:15]2[CH:29]=1)[CH2:40][CH2:41][CH3:42]. (4) Given the reactants [SH:1][C:2]1[CH:3]=[C:4]([OH:9])[CH:5]=[C:6]([OH:8])[CH:7]=1.CN(C=O)C.Cl[CH2:16][C:17](=[O:23])[CH2:18][C:19]([O:21][CH3:22])=[O:20], predict the reaction product. The product is: [OH:9][C:4]1[CH:3]=[C:2]([S:1][CH2:16][C:17](=[O:23])[CH2:18][C:19]([O:21][CH3:22])=[O:20])[CH:7]=[C:6]([OH:8])[CH:5]=1. (5) Given the reactants CN1CCOCC1.[Cl:8][C:9]1[CH:14]=[CH:13][C:12]([CH2:15][C@@H:16]([C:20]2[CH:25]=[CH:24][CH:23]=[C:22]([C:26]#[N:27])[CH:21]=2)[C@@H:17]([NH2:19])[CH3:18])=[CH:11][CH:10]=1.[Br:28][C:29]([CH3:34])([CH3:33])[C:30](O)=[O:31].C1CN([P+](ON2N=NC3C=CC=CC2=3)(N2CCCC2)N2CCCC2)CC1.F[P-](F)(F)(F)(F)F, predict the reaction product. The product is: [Cl:8][C:9]1[CH:14]=[CH:13][C:12]([CH2:15][C@@H:16]([C:20]2[CH:25]=[CH:24][CH:23]=[C:22]([C:26]#[N:27])[CH:21]=2)[C@@H:17]([NH:19][C:30](=[O:31])[C:29]([Br:28])([CH3:34])[CH3:33])[CH3:18])=[CH:11][CH:10]=1. (6) Given the reactants Cl.[NH:2]1[CH2:7][CH2:6][CH:5]([C:8](=[O:20])[CH2:9][C:10]2[CH:15]=[CH:14][CH:13]=[CH:12][C:11]=2[C:16]([F:19])([F:18])[F:17])[CH2:4][CH2:3]1.[C:21]([O:25][C:26]1[C:27]([CH:32]=O)=[N:28][CH:29]=[CH:30][N:31]=1)([CH3:24])([CH3:23])[CH3:22].C(O[BH-](OC(=O)C)OC(=O)C)(=O)C.[Na+].[OH-].[Na+], predict the reaction product. The product is: [C:21]([O:25][C:26]1[C:27]([CH2:32][N:2]2[CH2:3][CH2:4][CH:5]([C:8](=[O:20])[CH2:9][C:10]3[CH:15]=[CH:14][CH:13]=[CH:12][C:11]=3[C:16]([F:18])([F:19])[F:17])[CH2:6][CH2:7]2)=[N:28][CH:29]=[CH:30][N:31]=1)([CH3:24])([CH3:23])[CH3:22]. (7) Given the reactants [CH3:1][C:2]1[CH:3]=[C:4]([O:15][C:16]2[C:25]3[C:20](=[CH:21][C:22]([OH:28])=[C:23]([O:26][CH3:27])[CH:24]=3)[N:19]=[CH:18][CH:17]=2)[C:5]([C:9]2[CH:14]=[CH:13][CH:12]=[CH:11][N:10]=2)=[N:6][C:7]=1[CH3:8].C(=O)([O-])[O-].[K+].[K+].[CH2:35]([CH:37]1[O:39][CH2:38]1)Br, predict the reaction product. The product is: [CH3:27][O:26][C:23]1[CH:24]=[C:25]2[C:20](=[CH:21][C:22]=1[O:28][CH2:35][CH:37]1[CH2:38][O:39]1)[N:19]=[CH:18][CH:17]=[C:16]2[O:15][C:4]1[C:5]([C:9]2[CH:14]=[CH:13][CH:12]=[CH:11][N:10]=2)=[N:6][C:7]([CH3:8])=[C:2]([CH3:1])[CH:3]=1. (8) The product is: [Cl:1][C:2]1[CH:3]=[C:4]([C:9]2[CH:14]=[C:13]([C:15]([F:16])([F:17])[F:18])[N:12]3[N:19]=[CH:20][C:21]([C:22]#[C:23][C:25]4[CH:26]=[C:27]([S:31]([NH2:34])(=[O:33])=[O:32])[CH:28]=[CH:29][CH:30]=4)=[C:11]3[N:10]=2)[CH:5]=[CH:6][C:7]=1[Cl:8]. Given the reactants [Cl:1][C:2]1[CH:3]=[C:4]([C:9]2[CH:14]=[C:13]([C:15]([F:18])([F:17])[F:16])[N:12]3[N:19]=[CH:20][C:21]([C:22]#[CH:23])=[C:11]3[N:10]=2)[CH:5]=[CH:6][C:7]=1[Cl:8].Br[C:25]1[CH:26]=[C:27]([S:31]([NH2:34])(=[O:33])=[O:32])[CH:28]=[CH:29][CH:30]=1, predict the reaction product.